Dataset: Reaction yield outcomes from USPTO patents with 853,638 reactions. Task: Predict the reaction yield, written as a fraction of the theoretical maximum amount of product (1.0 means a 100% yield; for example, 0.34 means a 34% yield). (1) The reactants are [CH2:1]([O:8][C:9]([N:11]1[CH2:15][CH2:14][CH2:13][CH:12]1[C:16]1[NH:17][C:18]([C:21]2[CH:26]=[CH:25][C:24](Br)=[CH:23][CH:22]=2)=[CH:19][N:20]=1)=[O:10])[C:2]1[CH:7]=[CH:6][CH:5]=[CH:4][CH:3]=1.[C:28]([O:32][C:33]([NH:35][C:36]1[CH:37]=[C:38](B(O)O)[CH:39]=[CH:40][CH:41]=1)=[O:34])([CH3:31])([CH3:30])[CH3:29].C([O-])([O-])=O.[K+].[K+].N#N. The catalyst is C1C=CC([P]([Pd]([P](C2C=CC=CC=2)(C2C=CC=CC=2)C2C=CC=CC=2)([P](C2C=CC=CC=2)(C2C=CC=CC=2)C2C=CC=CC=2)[P](C2C=CC=CC=2)(C2C=CC=CC=2)C2C=CC=CC=2)(C2C=CC=CC=2)C2C=CC=CC=2)=CC=1.COCCOC. The product is [CH2:1]([O:8][C:9]([N:11]1[CH2:15][CH2:14][CH2:13][CH:12]1[C:16]1[NH:17][C:18]([C:21]2[CH:26]=[CH:25][C:24]([C:38]3[CH:39]=[CH:40][CH:41]=[C:36]([NH:35][C:33]([O:32][C:28]([CH3:31])([CH3:30])[CH3:29])=[O:34])[CH:37]=3)=[CH:23][CH:22]=2)=[CH:19][N:20]=1)=[O:10])[C:2]1[CH:7]=[CH:6][CH:5]=[CH:4][CH:3]=1. The yield is 0.640. (2) The reactants are [CH3:1][C:2]1[N:10]([C:11]([C:13]2[CH:14]=[CH:15][C:16]([Cl:19])=[CH:17][CH:18]=2)=[O:12])[C:9]2[CH:8]=[CH:7][C:6]([O:20][CH3:21])=[CH:5][C:4]=2[C:3]=1[CH2:22][C:23]([OH:25])=O.[C:26]([O:30][C:31](=[O:37])[NH:32][CH2:33][CH2:34][CH2:35][NH2:36])([CH3:29])([CH3:28])[CH3:27].Cl.C(N=C=NCCCN(C)C)C.ON1C2C=CC=CC=2N=N1.C(N(CC)C(C)C)(C)C. The catalyst is CN(C)C=O. The product is [Cl:19][C:16]1[CH:15]=[CH:14][C:13]([C:11]([N:10]2[C:9]3[C:4](=[CH:5][C:6]([O:20][CH3:21])=[CH:7][CH:8]=3)[C:3]([CH2:22][C:23]([NH:36][CH2:35][CH2:34][CH2:33][NH:32][C:31](=[O:37])[O:30][C:26]([CH3:28])([CH3:27])[CH3:29])=[O:25])=[C:2]2[CH3:1])=[O:12])=[CH:18][CH:17]=1. The yield is 0.700. (3) The reactants are [OH:1][C@H:2]([C:24]1[CH:29]=[CH:28][CH:27]=[CH:26][CH:25]=1)[C@@H:3]([C:14]1[CH:23]=[CH:22][C:21]2[C:16](=[CH:17][CH:18]=[CH:19][CH:20]=2)[CH:15]=1)[CH2:4][N:5]([CH3:13])[C:6](=O)OC(C)(C)C.[H-].[H-].[H-].[H-].[Li+].[Al+3].Cl. The catalyst is C1COCC1. The product is [CH3:13][N:5]([CH3:6])[CH2:4][C@H:3]([C:14]1[CH:23]=[CH:22][C:21]2[C:16](=[CH:17][CH:18]=[CH:19][CH:20]=2)[CH:15]=1)[C@@H:2]([C:24]1[CH:25]=[CH:26][CH:27]=[CH:28][CH:29]=1)[OH:1]. The yield is 0.940. (4) The catalyst is O.C(OCC)(=O)C.CN(C=O)C. The product is [Br:17][CH2:18][CH2:19][N:6]1[C:7]([CH2:9][OH:10])=[CH:8][C:4]([N+:1]([O-:3])=[O:2])=[N:5]1. The reactants are [N+:1]([C:4]1[CH:8]=[C:7]([CH2:9][OH:10])[NH:6][N:5]=1)([O-:3])=[O:2].C(=O)([O-])[O-].[Cs+].[Cs+].[Br:17][CH:18](Br)[CH3:19].OP([O-])(O)=O.[K+]. The yield is 0.860. (5) The reactants are C(OC(=O)C)(=O)C.[Br:8][C@@:9]1([O:23][C@H:22]([CH2:24][O:25][C:26](=[O:28])[CH3:27])[C@@H:21]([F:29])[C@H:16]([O:17][C:18](=[O:20])[CH3:19])[C@H:11]1[O:12][C:13](=[O:15])[CH3:14])[OH:10]. The catalyst is N1C=CC=CC=1. The product is [Br:8][C@@:9]1([O:23][C@H:22]([CH2:24][O:25][C:26](=[O:28])[CH3:27])[C@H:21]([F:29])[C@H:16]([O:17][C:18](=[O:20])[CH3:19])[C@H:11]1[O:12][C:13](=[O:15])[CH3:14])[OH:10]. The yield is 0.440. (6) The reactants are C[O-].[Na+].[F:4][C:5]1[CH:10]=[CH:9][C:8]([C:11]2[O:12][C:13]3[CH:23]=[CH:22][C:21]([C:24]4[CH:25]=[C:26]([CH:31]=[CH:32][CH:33]=4)[C:27]([O:29]C)=O)=[CH:20][C:14]=3[C:15]=2[C:16](=[O:19])[NH:17][CH3:18])=[CH:7][CH:6]=1.O/[N:35]=[C:36](\[NH2:40])/[CH:37]([CH3:39])[CH3:38]. The catalyst is CCO. The product is [F:4][C:5]1[CH:10]=[CH:9][C:8]([C:11]2[O:12][C:13]3[CH:23]=[CH:22][C:21]([C:24]4[CH:33]=[CH:32][CH:31]=[C:26]([C:27]5[O:29][N:40]=[C:36]([CH:37]([CH3:39])[CH3:38])[N:35]=5)[CH:25]=4)=[CH:20][C:14]=3[C:15]=2[C:16]([NH:17][CH3:18])=[O:19])=[CH:7][CH:6]=1. The yield is 0.200. (7) The reactants are [O:1]1[CH2:6][CH2:5][N:4]([C:7]2[C:8]3[S:21][C:20]([C:22]([OH:24])=O)=[CH:19][C:9]=3[N:10]=[C:11](C3C=NC=CC=3)[N:12]=2)[CH2:3][CH2:2]1.ON1C2N=CC=CC=2N=N1.F[P-](F)(F)(F)(F)F.C[N+](C)=C(N(C)C)O.C(N(CC)C(C)C)(C)C.[Cl-:59].[NH4+:60]. The catalyst is CN(C=O)C.CCOC(C)=O. The product is [Cl:59][C:11]1[N:12]=[C:7]([N:4]2[CH2:5][CH2:6][O:1][CH2:2][CH2:3]2)[C:8]2[S:21][C:20]([C:22]([NH2:60])=[O:24])=[CH:19][C:9]=2[N:10]=1. The yield is 0.810. (8) The yield is 0.290. The reactants are [CH2:1]([O:3][C:4]([C:6]1[C:18](=[O:19])[N:17]([CH:20]2[CH2:24][CH2:23][CH2:22][CH2:21]2)[C:9]2[N:10]=[C:11](S(C)=O)[N:12]=[CH:13][C:8]=2[C:7]=1[CH3:25])=[O:5])[CH3:2].[C:26]([O:30][C:31]([N:33]1[CH2:38][CH2:37][N:36]([C:39]2[CH:40]=[N:41][C:42]([NH2:45])=[CH:43][CH:44]=2)[CH2:35][CH2:34]1)=[O:32])([CH3:29])([CH3:28])[CH3:27].C(OCC)C. The product is [CH2:1]([O:3][C:4]([C:6]1[C:18](=[O:19])[N:17]([CH:20]2[CH2:24][CH2:23][CH2:22][CH2:21]2)[C:9]2[N:10]=[C:11]([NH:45][C:42]3[CH:43]=[CH:44][C:39]([N:36]4[CH2:37][CH2:38][N:33]([C:31]([O:30][C:26]([CH3:29])([CH3:28])[CH3:27])=[O:32])[CH2:34][CH2:35]4)=[CH:40][N:41]=3)[N:12]=[CH:13][C:8]=2[C:7]=1[CH3:25])=[O:5])[CH3:2]. The catalyst is C1(C)C=CC=CC=1. (9) The product is [C:1]([O:5][C:6]([N:8]1[CH2:9][CH:10]([O:12][C:13]2[CH:18]=[CH:17][C:16]([NH:19][C:37]([C:36]3[S:42][C:33]([C:30]4[CH:29]=[CH:28][C:27]([Cl:26])=[CH:32][CH:31]=4)=[CH:34][C:35]=3[CH2:40][CH2:39][OH:38])=[O:41])=[CH:15][C:14]=2[O:20][CH3:21])[CH2:11]1)=[O:7])([CH3:4])([CH3:3])[CH3:2]. The catalyst is C1(C)C=CC=CC=1. The yield is 0.990. The reactants are [C:1]([O:5][C:6]([N:8]1[CH2:11][CH:10]([O:12][C:13]2[CH:18]=[CH:17][C:16]([NH2:19])=[CH:15][C:14]=2[O:20][CH3:21])[CH2:9]1)=[O:7])([CH3:4])([CH3:3])[CH3:2].C[Al](C)C.[Cl:26][C:27]1[CH:32]=[CH:31][C:30]([C:33]2[S:42][C:36]3[C:37](=[O:41])[O:38][CH2:39][CH2:40][C:35]=3[CH:34]=2)=[CH:29][CH:28]=1.